From a dataset of Full USPTO retrosynthesis dataset with 1.9M reactions from patents (1976-2016). Predict the reactants needed to synthesize the given product. Given the product [NH2:1][C:2]1[C:7]([F:8])=[CH:6][N:5]([C:17]([NH:16][C:10]2[CH:15]=[CH:14][CH:13]=[CH:12][CH:11]=2)=[O:18])[C:4](=[O:9])[N:3]=1, predict the reactants needed to synthesize it. The reactants are: [NH2:1][C:2]1[C:7]([F:8])=[CH:6][N:5]=[C:4]([OH:9])[N:3]=1.[C:10]1([N:16]=[C:17]=[O:18])[CH:15]=[CH:14][CH:13]=[CH:12][CH:11]=1.